From a dataset of Catalyst prediction with 721,799 reactions and 888 catalyst types from USPTO. Predict which catalyst facilitates the given reaction. (1) Reactant: [F:1][C@@H:2]1[C@H:6]([OH:7])[C@@H:5]([CH2:8][OH:9])[O:4][C@H:3]1[N:10]1[C:19]2[N:18]=[CH:17][N:16]=[C:14]([NH2:15])[C:13]=2[N:12]=[CH:11]1.[CH3:20][C:21]([Si:24](Cl)([CH3:26])[CH3:25])([CH3:23])[CH3:22].[C:28](Cl)([C:45]1[CH:50]=[CH:49][CH:48]=[CH:47][CH:46]=1)([C:37]1[CH:44]=[CH:43][C:40]([O:41][CH3:42])=[CH:39][CH:38]=1)[C:29]1[CH:36]=[CH:35][C:32]([O:33][CH3:34])=[CH:31][CH:30]=1. Product: [CH3:34][O:33][C:32]1[CH:35]=[CH:36][C:29]([C:28]([C@@:6]2([OH:7])[C@@H:5]([CH2:8][O:9][Si:24]([C:21]([CH3:23])([CH3:22])[CH3:20])([CH3:26])[CH3:25])[O:4][C@@H:3]([N:10]3[C:19]4[N:18]=[CH:17][N:16]=[C:14]([NH:15][C:28]([C:45]5[CH:50]=[CH:49][CH:48]=[CH:47][CH:46]=5)([C:37]5[CH:44]=[CH:43][C:40]([O:41][CH3:42])=[CH:39][CH:38]=5)[C:29]5[CH:30]=[CH:31][C:32]([O:33][CH3:34])=[CH:35][CH:36]=5)[C:13]=4[N:12]=[CH:11]3)[C@@H:2]2[F:1])([C:45]2[CH:50]=[CH:49][CH:48]=[CH:47][CH:46]=2)[C:37]2[CH:44]=[CH:43][C:40]([O:41][CH3:42])=[CH:39][CH:38]=2)=[CH:30][CH:31]=1. The catalyst class is: 377. (2) Reactant: [CH:1]([O:4][C:5]1[CH:13]=[CH:12][C:8]([C:9]([OH:11])=O)=[CH:7][C:6]=1[O:14][CH3:15])([CH3:3])[CH3:2].CN(C(ON1N=NC2C=CC=NC1=2)=[N+](C)C)C.F[P-](F)(F)(F)(F)F.CCN(CC)CC.[C:47]([N:51]1[CH:55]=[C:54]2[O:56][C:57]3([CH2:63][C:64](=[O:65])[C:53]2=[N:52]1)[CH2:62][CH2:61][NH:60][CH2:59][CH2:58]3)([CH3:50])([CH3:49])[CH3:48]. Product: [C:47]([N:51]1[CH:55]=[C:54]2[O:56][C:57]3([CH2:63][C:64](=[O:65])[C:53]2=[N:52]1)[CH2:62][CH2:61][N:60]([C:9](=[O:11])[C:8]1[CH:12]=[CH:13][C:5]([O:4][CH:1]([CH3:2])[CH3:3])=[C:6]([O:14][CH3:15])[CH:7]=1)[CH2:59][CH2:58]3)([CH3:50])([CH3:48])[CH3:49]. The catalyst class is: 18.